Dataset: hERG potassium channel inhibition data for cardiac toxicity prediction from Karim et al.. Task: Regression/Classification. Given a drug SMILES string, predict its toxicity properties. Task type varies by dataset: regression for continuous values (e.g., LD50, hERG inhibition percentage) or binary classification for toxic/non-toxic outcomes (e.g., AMES mutagenicity, cardiotoxicity, hepatotoxicity). Dataset: herg_karim. (1) The molecule is COc1cc(CC(C)N2CCN(CCc3ccc4c(c3C)COC4=O)CC2)ccc1C#N. The result is 1 (blocker). (2) The drug is N#Cc1ccc(C(=O)N2CCC3(CC2)NC(=N)c2c(F)ccc(F)c2N3)cn1. The result is 1 (blocker).